Dataset: Forward reaction prediction with 1.9M reactions from USPTO patents (1976-2016). Task: Predict the product of the given reaction. Given the reactants Cl[C:2]1[C:3]2[CH:10]=[CH:9][N:8]([CH3:11])[C:4]=2[N:5]=[CH:6][N:7]=1.[Cl:12][C:13]1[CH:14]=[C:15]([NH2:20])[CH:16]=[CH:17][C:18]=1[F:19], predict the reaction product. The product is: [Cl:12][C:13]1[CH:14]=[C:15]([NH:20][C:2]2[C:3]3[CH:10]=[CH:9][N:8]([CH3:11])[C:4]=3[N:5]=[CH:6][N:7]=2)[CH:16]=[CH:17][C:18]=1[F:19].